Task: Predict which catalyst facilitates the given reaction.. Dataset: Catalyst prediction with 721,799 reactions and 888 catalyst types from USPTO (1) Reactant: [H-].[Na+].[CH2:3]([N:7]1[C:11]([C:12]2[CH:17]=[CH:16][N:15]=[CH:14][CH:13]=2)=[C:10]([C:18]([O:20]CC)=O)[CH:9]=[N:8]1)[CH:4]([CH3:6])[CH3:5].O[N:24]=[C:25]([C:27]1[CH:32]=[CH:31][C:30]([CH2:33][OH:34])=[CH:29][CH:28]=1)[NH2:26].O. Product: [CH2:3]([N:7]1[C:11]([C:12]2[CH:13]=[CH:14][N:15]=[CH:16][CH:17]=2)=[C:10]([C:18]2[O:20][N:26]=[C:25]([C:27]3[CH:32]=[CH:31][C:30]([CH2:33][OH:34])=[CH:29][CH:28]=3)[N:24]=2)[CH:9]=[N:8]1)[CH:4]([CH3:5])[CH3:6]. The catalyst class is: 1. (2) Reactant: [NH2:1][C:2]1[CH:3]=[C:4]([OH:11])[C:5](=[CH:9][CH:10]=1)[C:6]([OH:8])=[O:7].[Cl:12][C:13]1[S:14][C:15]([Cl:22])=[CH:16][C:17]=1[S:18](Cl)(=[O:20])=[O:19].C([O-])([O-])=O.[Na+].[Na+].CCOC(C)=O. Product: [Cl:12][C:13]1[S:14][C:15]([Cl:22])=[CH:16][C:17]=1[S:18]([NH:1][C:2]1[CH:10]=[CH:9][C:5]([C:6]([OH:8])=[O:7])=[C:4]([OH:11])[CH:3]=1)(=[O:20])=[O:19]. The catalyst class is: 38. (3) Reactant: C([O:3][C:4](=[O:34])[CH2:5][CH2:6][C:7]1[CH:12]=[C:11]([Cl:13])[CH:10]=[CH:9][C:8]=1[O:14][CH2:15][C:16]([N:18]1[CH2:23][C@H:22]([CH3:24])[N:21]([CH2:25][C:26]2[CH:31]=[CH:30][C:29]([F:32])=[CH:28][CH:27]=2)[CH2:20][C@H:19]1[CH3:33])=[O:17])C.O.[OH-].[Li+].Cl. Product: [Cl:13][C:11]1[CH:10]=[CH:9][C:8]([O:14][CH2:15][C:16]([N:18]2[CH2:23][C@H:22]([CH3:24])[N:21]([CH2:25][C:26]3[CH:27]=[CH:28][C:29]([F:32])=[CH:30][CH:31]=3)[CH2:20][C@H:19]2[CH3:33])=[O:17])=[C:7]([CH2:6][CH2:5][C:4]([OH:34])=[O:3])[CH:12]=1. The catalyst class is: 193. (4) Reactant: Br[C:2]1[CH:7]=[C:6]([C:8]2[CH:13]=[CH:12][C:11]([C:14]([F:17])([F:16])[F:15])=[CH:10][CH:9]=2)[CH:5]=[C:4]([CH2:18][O:19][CH:20]2[CH2:25][CH2:24][CH2:23][CH2:22][O:21]2)[N:3]=1.[C:26]([NH:30][S:31]([C:34]1[CH:39]=[CH:38][CH:37]=[C:36]([C:40]2[CH:45]=[CH:44][CH:43]=[C:42]([Sn](CCCC)(CCCC)CCCC)[N:41]=2)[CH:35]=1)(=[O:33])=[O:32])([CH3:29])([CH3:28])[CH3:27].CCCCCCC.C(OCC)(=O)C. Product: [C:26]([NH:30][S:31]([C:34]1[CH:39]=[CH:38][CH:37]=[C:36]([C:40]2[N:41]=[C:42]([C:2]3[CH:7]=[C:6]([C:8]4[CH:13]=[CH:12][C:11]([C:14]([F:17])([F:16])[F:15])=[CH:10][CH:9]=4)[CH:5]=[C:4]([CH2:18][O:19][CH:20]4[CH2:25][CH2:24][CH2:23][CH2:22][O:21]4)[N:3]=3)[CH:43]=[CH:44][CH:45]=2)[CH:35]=1)(=[O:32])=[O:33])([CH3:29])([CH3:27])[CH3:28]. The catalyst class is: 11. (5) Reactant: [OH:1][C:2]1[CH:7]=[C:6]([O:8][CH2:9][CH2:10][O:11][CH3:12])[CH:5]=[CH:4][C:3]=1/[CH:13]=[CH:14]/[C:15]([O:17][CH2:18][CH3:19])=[O:16].[H-].[Na+].Cl[C:23]1[C:28]([Cl:29])=[CH:27][C:26]([Cl:30])=[CH:25][N:24]=1.O. Product: [Cl:29][C:28]1[C:23]([O:1][C:2]2[CH:7]=[C:6]([O:8][CH2:9][CH2:10][O:11][CH3:12])[CH:5]=[CH:4][C:3]=2/[CH:13]=[CH:14]/[C:15]([O:17][CH2:18][CH3:19])=[O:16])=[N:24][CH:25]=[C:26]([Cl:30])[CH:27]=1. The catalyst class is: 9. (6) Reactant: [NH2:1][C:2]1[CH:3]=[C:4]([C:14]([NH:16][C:17]2[CH:22]=[CH:21][C:20]([CH3:23])=[C:19]([Cl:24])[CH:18]=2)=[O:15])[C:5]2[N:9]=[C:8]([N:10]([CH3:12])[CH3:11])[NH:7][C:6]=2[CH:13]=1.C(N(CC)C(C)C)(C)C.[Cl:34][C:35]1[CH:43]=[CH:42][CH:41]=[C:40]([F:44])[C:36]=1[C:37](Cl)=[O:38]. Product: [Cl:34][C:35]1[CH:43]=[CH:42][CH:41]=[C:40]([F:44])[C:36]=1[C:37]([NH:1][C:2]1[CH:3]=[C:4]([C:14]([NH:16][C:17]2[CH:22]=[CH:21][C:20]([CH3:23])=[C:19]([Cl:24])[CH:18]=2)=[O:15])[C:5]2[N:9]=[C:8]([N:10]([CH3:11])[CH3:12])[NH:7][C:6]=2[CH:13]=1)=[O:38]. The catalyst class is: 56. (7) Reactant: Cl.Cl.[NH:3]1[CH2:8][CH2:7][CH:6]([CH2:9][CH2:10][CH2:11][CH2:12][NH:13][C:14](=[O:23])[CH:15]=[CH:16][C:17]2[CH:18]=[N:19][CH:20]=[CH:21][CH:22]=2)[CH2:5][CH2:4]1.C(=O)([O-])[O-].[K+].[K+].[CH2:30](Br)[C:31]1[CH:36]=[CH:35][CH:34]=[CH:33][CH:32]=1. Product: [CH2:30]([N:3]1[CH2:8][CH2:7][CH:6]([CH2:9][CH2:10][CH2:11][CH2:12][NH:13][C:14](=[O:23])[CH:15]=[CH:16][C:17]2[CH:18]=[N:19][CH:20]=[CH:21][CH:22]=2)[CH2:5][CH2:4]1)[C:31]1[CH:36]=[CH:35][CH:34]=[CH:33][CH:32]=1. The catalyst class is: 21.